Dataset: hERG potassium channel inhibition data for cardiac toxicity prediction from Karim et al.. Task: Regression/Classification. Given a drug SMILES string, predict its toxicity properties. Task type varies by dataset: regression for continuous values (e.g., LD50, hERG inhibition percentage) or binary classification for toxic/non-toxic outcomes (e.g., AMES mutagenicity, cardiotoxicity, hepatotoxicity). Dataset: herg_karim. (1) The molecule is Cc1cc(NCc2c(F)cccc2C(F)(F)F)c2cccc(C(N)=O)c2n1. The result is 1 (blocker). (2) The molecule is CCN(C)C(=O)c1ccc([C@H](c2cccc(NC(=O)C3CCC3)c2)N2CCN(Cc3cccnc3)CC2)cc1. The result is 0 (non-blocker).